From a dataset of Catalyst prediction with 721,799 reactions and 888 catalyst types from USPTO. Predict which catalyst facilitates the given reaction. (1) Reactant: Br[C:2]1[CH:3]=[C:4]([C:8]2[N:13]([CH2:14][C:15]3[CH:20]=[CH:19][C:18]([CH3:21])=[CH:17][C:16]=3[CH3:22])[C:12](=[O:23])[C:11]([C:24]#[N:25])=[C:10]([C:26]([F:29])([F:28])[F:27])[CH:9]=2)[CH:5]=[CH:6][CH:7]=1.[OH:30][C:31]1[CH:32]=[C:33](B(O)O)[CH:34]=[CH:35][CH:36]=1.C([O-])([O-])=O.[K+].[K+].N#N. Product: [CH3:22][C:16]1[CH:17]=[C:18]([CH3:21])[CH:19]=[CH:20][C:15]=1[CH2:14][N:13]1[C:8]([C:4]2[CH:3]=[C:2]([C:35]3[CH:34]=[CH:33][CH:32]=[C:31]([OH:30])[CH:36]=3)[CH:7]=[CH:6][CH:5]=2)=[CH:9][C:10]([C:26]([F:27])([F:29])[F:28])=[C:11]([C:24]#[N:25])[C:12]1=[O:23]. The catalyst class is: 108. (2) Reactant: I[C:2]1[C:10]2[C:5](=[CH:6][CH:7]=[C:8]([NH:11][S:12]([C:15]3[CH:20]=[CH:19][CH:18]=[CH:17][C:16]=3[S:21]([CH3:24])(=[O:23])=[O:22])(=[O:14])=[O:13])[CH:9]=2)[N:4](C(OC(C)(C)C)=O)[N:3]=1.B(O)(O)[C:33]1[S:41][C:40]2[C:35](=[CH:36][CH:37]=[CH:38][CH:39]=2)[CH:34]=1.C(=O)([O-])O.[Na+]. Product: [S:41]1[C:33]([C:2]2[C:10]3[C:5](=[CH:6][CH:7]=[C:8]([NH:11][S:12]([C:15]4[CH:20]=[CH:19][CH:18]=[CH:17][C:16]=4[S:21]([CH3:24])(=[O:23])=[O:22])(=[O:13])=[O:14])[CH:9]=3)[NH:4][N:3]=2)=[CH:34][C:35]2[CH:36]=[CH:37][CH:38]=[CH:39][C:40]1=2. The catalyst class is: 9. (3) Reactant: [Cl:1][C:2]1[N:7]2[N:8]=[C:9]([C:13]3[O:14][CH:15]=[CH:16][CH:17]=3)[C:10]([CH:11]=[O:12])=[C:6]2[CH:5]=[CH:4][CH:3]=1.[Br:18]N1C(=O)CCC1=O. Product: [Br:18][C:15]1[O:14][C:13]([C:9]2[C:10]([CH:11]=[O:12])=[C:6]3[CH:5]=[CH:4][CH:3]=[C:2]([Cl:1])[N:7]3[N:8]=2)=[CH:17][CH:16]=1. The catalyst class is: 4. (4) Reactant: [C:1]([CH:5]1[CH2:14][CH2:13][C:12]2[N:11]=[C:10]([SH:15])[C:9]([C:16]#[N:17])=[CH:8][C:7]=2[CH2:6]1)([CH3:4])([CH3:3])[CH3:2].Br[CH2:19][C:20]([NH2:22])=[O:21].[OH-].[K+].O. Product: [NH2:17][C:16]1[C:9]2[C:10](=[N:11][C:12]3[CH2:13][CH2:14][CH:5]([C:1]([CH3:4])([CH3:2])[CH3:3])[CH2:6][C:7]=3[CH:8]=2)[S:15][C:19]=1[C:20]([NH2:22])=[O:21]. The catalyst class is: 3. (5) Reactant: [C:9](O[C:9]([O:11][C:12]([CH3:15])([CH3:14])[CH3:13])=[O:10])([O:11][C:12]([CH3:15])([CH3:14])[CH3:13])=[O:10].[Cl:16][C:17]1[C:26]2[CH2:25][NH:24][CH2:23][CH2:22][C:21]=2[N:20]=[C:19]2[CH:27]=[CH:28][C:29]([C:31]#[N:32])=[CH:30][C:18]=12. Product: [Cl:16][C:17]1[C:26]2[CH2:25][N:24]([C:9]([O:11][C:12]([CH3:13])([CH3:14])[CH3:15])=[O:10])[CH2:23][CH2:22][C:21]=2[N:20]=[C:19]2[CH:27]=[CH:28][C:29]([C:31]#[N:32])=[CH:30][C:18]=12. The catalyst class is: 2. (6) Reactant: [C:9](O[C:9]([O:11][C:12]([CH3:15])([CH3:14])[CH3:13])=[O:10])([O:11][C:12]([CH3:15])([CH3:14])[CH3:13])=[O:10].[NH2:16][CH2:17][C:18]1([CH2:22][OH:23])[CH2:21][CH2:20][CH2:19]1.[NH4+].[Cl-]. Product: [OH:23][CH2:22][C:18]1([CH2:17][NH:16][C:9](=[O:10])[O:11][C:12]([CH3:13])([CH3:14])[CH3:15])[CH2:21][CH2:20][CH2:19]1. The catalyst class is: 2. (7) Reactant: Br[C:2]1[C:3]([NH2:9])=[N:4][CH:5]=[C:6]([Br:8])[N:7]=1.[CH3:10][Si:11]([C:14]#[CH:15])([CH3:13])[CH3:12]. Product: [Br:8][C:6]1[N:7]=[C:2]([C:15]#[C:14][Si:11]([CH3:13])([CH3:12])[CH3:10])[C:3]([NH2:9])=[N:4][CH:5]=1. The catalyst class is: 700.